Dataset: Forward reaction prediction with 1.9M reactions from USPTO patents (1976-2016). Task: Predict the product of the given reaction. (1) Given the reactants [N:1]([C:4]1[CH:9]=[C:8]([O:10][C:11]2[CH:16]=[CH:15][C:14]([NH:17][C:18]([NH:20][C:21]3[CH:26]=[CH:25][C:24]([CH2:27][N:28]4[CH2:33][CH2:32][CH2:31][CH2:30][CH2:29]4)=[C:23]([C:34]([F:37])([F:36])[F:35])[CH:22]=3)=[O:19])=[CH:13][CH:12]=2)[N:7]=[CH:6][N:5]=1)=[N+]=[N-], predict the reaction product. The product is: [NH2:1][C:4]1[CH:9]=[C:8]([O:10][C:11]2[CH:16]=[CH:15][C:14]([NH:17][C:18]([NH:20][C:21]3[CH:26]=[CH:25][C:24]([CH2:27][N:28]4[CH2:29][CH2:30][CH2:31][CH2:32][CH2:33]4)=[C:23]([C:34]([F:37])([F:36])[F:35])[CH:22]=3)=[O:19])=[CH:13][CH:12]=2)[N:7]=[CH:6][N:5]=1. (2) Given the reactants [Cl:1][C:2]1[CH:7]=[CH:6][C:5]([O:8][CH3:9])=[CH:4][C:3]=1[NH:10][C:11]1[N:19]=[CH:18][CH:17]=[CH:16][C:12]=1[C:13]([OH:15])=O.Cl.[NH2:21][C:22]([CH3:27])([CH2:25][CH3:26])[C:23]#[CH:24].C1C=CC2N(O)N=NC=2C=1.CCN=C=NCCCN(C)C.CCN(C(C)C)C(C)C, predict the reaction product. The product is: [Cl:1][C:2]1[CH:7]=[CH:6][C:5]([O:8][CH3:9])=[CH:4][C:3]=1[NH:10][C:11]1[N:19]=[CH:18][CH:17]=[CH:16][C:12]=1[C:13]([NH:21][C:22]([CH3:27])([CH2:25][CH3:26])[C:23]#[CH:24])=[O:15]. (3) Given the reactants [C:1]([C:3]1[CH:8]=[CH:7][C:6]([N:9]([CH2:18][CH:19]2[CH2:21][CH2:20]2)[CH2:10][C:11]([O:13]C(C)(C)C)=[O:12])=[CH:5][C:4]=1[C:22]([F:25])([F:24])[F:23])#[N:2].C(O)(C(F)(F)F)=O.C([SiH](CC)CC)C, predict the reaction product. The product is: [C:1]([C:3]1[CH:8]=[CH:7][C:6]([N:9]([CH2:18][CH:19]2[CH2:20][CH2:21]2)[CH2:10][C:11]([OH:13])=[O:12])=[CH:5][C:4]=1[C:22]([F:23])([F:25])[F:24])#[N:2]. (4) Given the reactants [OH:1][C:2]1([C:6]2[S:7][C:8]([C:11]3[CH:12]=[C:13]([NH:17]C(=O)OC(C)(C)C)[CH:14]=[N:15][CH:16]=3)=[CH:9][N:10]=2)[CH2:5][CH2:4][CH2:3]1, predict the reaction product. The product is: [NH2:17][C:13]1[CH:12]=[C:11]([C:8]2[S:7][C:6]([C:2]3([OH:1])[CH2:5][CH2:4][CH2:3]3)=[N:10][CH:9]=2)[CH:16]=[N:15][CH:14]=1. (5) Given the reactants N1CCCC[C@H]1C(O)=O.[CH:10]1[C:15]([CH2:16][N:17]2[CH2:18][CH2:19][NH:20]/[C:21]/2=[N:22]\[N+:23]([O-:25])=[O:24])=[CH:14][N:13]=[C:12]([Cl:26])[CH:11]=1.[CH:27]1[C:28]([C:49]([F:52])([F:51])[F:50])=[CH:29][C:30]([Cl:48])=[C:31]([N:34]2[N:38]=[C:37]([C:39]#[N:40])[C:36]([S+:41]([O-:46])[C:42]([F:45])([F:44])[F:43])=[C:35]2[NH2:47])[C:32]=1[Cl:33], predict the reaction product. The product is: [CH:10]1[C:15]([CH2:16][N:17]2[CH2:18][CH2:19][NH:20]/[C:21]/2=[N:22]\[N+:23]([O-:25])=[O:24])=[CH:14][N:13]=[C:12]([Cl:26])[CH:11]=1.[CH:29]1[C:28]([C:49]([F:51])([F:50])[F:52])=[CH:27][C:32]([Cl:33])=[C:31]([N:34]2[N:38]=[C:37]([C:39]#[N:40])[C:36]([S+:41]([O-:46])[C:42]([F:45])([F:43])[F:44])=[C:35]2[NH2:47])[C:30]=1[Cl:48]. (6) Given the reactants [CH3:1][C:2]1[O:6][N:5]=[C:4]([C:7]2[CH:12]=[CH:11][CH:10]=[CH:9][CH:8]=2)[C:3]=1[CH2:13][OH:14].[H-].[Na+].Cl[C:18]1[N:19]=[N:20][C:21]([CH3:24])=[CH:22][CH:23]=1.O, predict the reaction product. The product is: [CH3:24][C:21]1[N:20]=[N:19][C:18]([O:14][CH2:13][C:3]2[C:4]([C:7]3[CH:12]=[CH:11][CH:10]=[CH:9][CH:8]=3)=[N:5][O:6][C:2]=2[CH3:1])=[CH:23][CH:22]=1. (7) Given the reactants [CH3:1][S:2]([C:5]1[CH:10]=[CH:9][C:8]([C:11]2[CH:12]=[CH:13][C:14]([O:17][CH2:18][CH:19]3[CH2:24][CH2:23][NH:22][CH2:21][CH2:20]3)=[N:15][CH:16]=2)=[CH:7][CH:6]=1)(=[O:4])=[O:3].[O:25]=[C:26]([C:32]1[CH:37]=[CH:36][CH:35]=[CH:34][CH:33]=1)[CH2:27][CH2:28][C:29](O)=[O:30], predict the reaction product. The product is: [CH3:1][S:2]([C:5]1[CH:10]=[CH:9][C:8]([C:11]2[CH:12]=[CH:13][C:14]([O:17][CH2:18][CH:19]3[CH2:24][CH2:23][N:22]([C:29](=[O:30])[CH2:28][CH2:27][C:26]([C:32]4[CH:37]=[CH:36][CH:35]=[CH:34][CH:33]=4)=[O:25])[CH2:21][CH2:20]3)=[N:15][CH:16]=2)=[CH:7][CH:6]=1)(=[O:3])=[O:4]. (8) Given the reactants [CH:1]([N:14]1[C:22]2[C:17](=[CH:18][C:19]([Cl:23])=[CH:20][CH:21]=2)[CH:16]=[C:15]1[CH2:24][CH2:25][NH:26][S:27]([CH2:30][C:31]1[CH:36]=[CH:35][C:34]([Cl:37])=[C:33]([Cl:38])[CH:32]=1)(=[O:29])=[O:28])([C:8]1[CH:13]=[CH:12][CH:11]=[CH:10][CH:9]=1)[C:2]1[CH:7]=[CH:6][CH:5]=[CH:4][CH:3]=1.C([SiH](CC)CC)C.[CH2:46]([O:48][C:49](=[O:60])[C:50]1[CH:55]=[CH:54][C:53]([CH2:56][CH2:57][CH:58]=O)=[CH:52][CH:51]=1)[CH3:47].FC(F)(F)C(O)=O.C([O-])(O)=O.[Na+], predict the reaction product. The product is: [CH:1]([N:14]1[C:22]2[C:17](=[CH:18][C:19]([Cl:23])=[CH:20][CH:21]=2)[C:16]([CH2:58][CH2:57][CH2:56][C:53]2[CH:54]=[CH:55][C:50]([C:49]([O:48][CH2:46][CH3:47])=[O:60])=[CH:51][CH:52]=2)=[C:15]1[CH2:24][CH2:25][NH:26][S:27]([CH2:30][C:31]1[CH:36]=[CH:35][C:34]([Cl:37])=[C:33]([Cl:38])[CH:32]=1)(=[O:28])=[O:29])([C:2]1[CH:7]=[CH:6][CH:5]=[CH:4][CH:3]=1)[C:8]1[CH:9]=[CH:10][CH:11]=[CH:12][CH:13]=1. (9) Given the reactants [CH3:1][C:2]1[N:3]([CH2:16][CH:17]([CH3:19])[CH3:18])[C:4]2[C:13]3[CH:12]=[CH:11][N:10]=[CH:9][C:8]=3[N:7]=[C:6]([NH2:14])[C:5]=2[N:15]=1.[H][H], predict the reaction product. The product is: [CH3:1][C:2]1[N:3]([CH2:16][CH:17]([CH3:19])[CH3:18])[C:4]2[C:13]3[CH2:12][CH2:11][NH:10][CH2:9][C:8]=3[N:7]=[C:6]([NH2:14])[C:5]=2[N:15]=1.